This data is from Reaction yield outcomes from USPTO patents with 853,638 reactions. The task is: Predict the reaction yield, written as a fraction of the theoretical maximum amount of product (1.0 means a 100% yield; for example, 0.34 means a 34% yield). (1) The reactants are [SH:1][CH:2]([CH3:10])[C:3]([NH:5][CH2:6][C:7]([OH:9])=[O:8])=[O:4].Br[CH2:12][C:13](=[O:19])[C:14]([O:16][CH2:17][CH3:18])=[O:15]. The catalyst is C(#N)C. The product is [CH2:17]([O:16][C:14](=[O:15])[C:13]([OH:19])=[CH:12][S:1][CH:2]([C:3](=[O:4])[NH:5][CH2:6][C:7]([OH:9])=[O:8])[CH3:10])[CH3:18]. The yield is 0.533. (2) The reactants are NC1(C2C=CC(C3C(C4C=CC=CC=4)=CC4C(=O)CCCC=4N=3)=CC=2)CCC1.C(OC(=O)[NH:35][C:36]1([C:40]2[CH:45]=[CH:44][C:43]([C:46]3[C:47]([C:58]4[CH:63]=[CH:62][CH:61]=[CH:60][CH:59]=4)=[CH:48][C:49]4[N:54]([CH3:55])[C:53](=[O:56])[CH2:52][O:51][C:50]=4[N:57]=3)=[CH:42][CH:41]=2)[CH2:39][CH2:38][CH2:37]1)(C)(C)C. The yield is 0.780. No catalyst specified. The product is [NH2:35][C:36]1([C:40]2[CH:41]=[CH:42][C:43]([C:46]3[C:47]([C:58]4[CH:63]=[CH:62][CH:61]=[CH:60][CH:59]=4)=[CH:48][C:49]4[N:54]([CH3:55])[C:53](=[O:56])[CH2:52][O:51][C:50]=4[N:57]=3)=[CH:44][CH:45]=2)[CH2:37][CH2:38][CH2:39]1. (3) The reactants are [Cl:1][C:2]1[CH:3]=[CH:4][C:5]([O:16][CH3:17])=[C:6]([C:8](=[O:15])[CH2:9][C:10]([O:12][CH2:13][CH3:14])=[O:11])[CH:7]=1.CO[CH:20](OC)[N:21]([CH3:23])[CH3:22]. No catalyst specified. The product is [Cl:1][C:2]1[CH:3]=[CH:4][C:5]([O:16][CH3:17])=[C:6]([CH:7]=1)[C:8]([C:9](=[CH:20][N:21]([CH3:23])[CH3:22])[C:10]([O:12][CH2:13][CH3:14])=[O:11])=[O:15]. The yield is 0.800. (4) The reactants are [NH2:1][C:2]1[N:3]=[C:4]([CH3:20])[C:5]2[CH:11]=[C:10]([C:12]3[S:13][CH:14]=[CH:15][N:16]=3)[C:9](=[O:17])[N:8]([CH2:18][CH3:19])[C:6]=2[N:7]=1.[C:21]([O:25][C:26]([N:28]1[CH2:33][CH2:32][N:31]([C:34]2[CH:39]=[CH:38][C:37](I)=[CH:36][CH:35]=2)[CH2:30][CH2:29]1)=[O:27])([CH3:24])([CH3:23])[CH3:22].CCC([O-])(C)C.[Na+]. The catalyst is C1(C)C=CC=CC=1.CC(O)=O.CC(P(C(C)(C)C)C1C(C2[C-]=CC=CC=2)=CC=CC=1)(C)C.[Pd]. The product is [CH2:18]([N:8]1[C:6]2[N:7]=[C:2]([NH:1][C:37]3[CH:36]=[CH:35][C:34]([N:31]4[CH2:30][CH2:29][N:28]([C:26]([O:25][C:21]([CH3:24])([CH3:23])[CH3:22])=[O:27])[CH2:33][CH2:32]4)=[CH:39][CH:38]=3)[N:3]=[C:4]([CH3:20])[C:5]=2[CH:11]=[C:10]([C:12]2[S:13][CH:14]=[CH:15][N:16]=2)[C:9]1=[O:17])[CH3:19]. The yield is 0.340. (5) The reactants are [CH3:1][O:2][C:3]1[CH:4]=[C:5]2[C:9](=[CH:10][CH:11]=1)[NH:8][CH:7]=[CH:6]2.[F:12][C:13]1[CH:18]=[CH:17][C:16]([C:19](O)([CH2:22][CH3:23])[CH2:20][CH3:21])=[CH:15][CH:14]=1.FC(F)(F)C(O)=O.C(=O)(O)[O-].[Na+]. The catalyst is ClCCl.C(OCC)(=O)C. The product is [CH2:20]([C:19]([C:6]1[C:5]2[C:9](=[CH:10][CH:11]=[C:3]([O:2][CH3:1])[CH:4]=2)[NH:8][CH:7]=1)([C:16]1[CH:15]=[CH:14][C:13]([F:12])=[CH:18][CH:17]=1)[CH2:22][CH3:23])[CH3:21]. The yield is 0.650. (6) The reactants are [Cl:1][CH2:2]C(CCl)=O.[CH2:7]([O:14][C:15]([NH:17][C@H:18]([C:26]([OH:28])=O)[CH2:19][C:20]1[CH:25]=[CH:24][CH:23]=[CH:22][CH:21]=1)=[O:16])[C:8]1[CH:13]=[CH:12][CH:11]=[CH:10][CH:9]=1.[BH4-].[Na+]. The catalyst is CO.O1CCCC1. The product is [CH2:7]([O:14][C:15]([NH:17][C@@H:18]([CH2:19][C:20]1[CH:21]=[CH:22][CH:23]=[CH:24][CH:25]=1)[C@H:26]([OH:28])[CH2:2][Cl:1])=[O:16])[C:8]1[CH:9]=[CH:10][CH:11]=[CH:12][CH:13]=1. The yield is 0.430. (7) The reactants are [CH3:1][N:2]1[CH2:7][CH2:6][NH:5][CH2:4][CH2:3]1.I[CH2:9][CH2:10][CH2:11][S:12]([C:15]1[CH:24]=[CH:23][C:18]2[N:19]=[C:20]([NH2:22])[S:21][C:17]=2[CH:16]=1)(=[O:14])=[O:13].C(=O)([O-])[O-].[K+].[K+]. The catalyst is C1COCC1. The product is [CH3:1][N:2]1[CH2:7][CH2:6][N:5]([CH2:9][CH2:10][CH2:11][S:12]([C:15]2[CH:24]=[CH:23][C:18]3[N:19]=[C:20]([NH2:22])[S:21][C:17]=3[CH:16]=2)(=[O:13])=[O:14])[CH2:4][CH2:3]1. The yield is 0.0700. (8) The reactants are [NH2:1][C:2]1[N:3]=[N:4][C:5]([C:14]2[CH:15]=[CH:16][C:17]([N:20](C)[C:21](=O)[O-])=[N:18][CH:19]=2)=[C:6]([C:8]2[CH:13]=[CH:12][CH:11]=[CH:10][CH:9]=2)[N:7]=1.FC(F)(F)C(O)=O. The catalyst is ClCCl. The product is [CH3:21][NH:20][C:17]1[N:18]=[CH:19][C:14]([C:5]2[N:4]=[N:3][C:2]([NH2:1])=[N:7][C:6]=2[C:8]2[CH:9]=[CH:10][CH:11]=[CH:12][CH:13]=2)=[CH:15][CH:16]=1. The yield is 0.714. (9) The reactants are [H-].[Na+].[F:3][C:4]1[CH:9]=[C:8]([F:10])[CH:7]=[C:6]([F:11])[C:5]=1[CH2:12][CH2:13][C:14]([O:16][CH2:17][CH3:18])=[O:15].[CH:19](OCC)=[O:20].C(O)(=O)C. The catalyst is COCCOC. The product is [CH:19]([CH:13]([CH2:12][C:5]1[C:4]([F:3])=[CH:9][C:8]([F:10])=[CH:7][C:6]=1[F:11])[C:14]([O:16][CH2:17][CH3:18])=[O:15])=[O:20]. The yield is 1.00. (10) The yield is 0.870. The reactants are [CH2:1]([O:8][C:9]1[CH:14]=[CH:13][C:12]([N+:15]([O-])=O)=[CH:11][C:10]=1[F:18])[C:2]1[CH:7]=[CH:6][CH:5]=[CH:4][CH:3]=1.C1(C)C=CC=CC=1.C([O-])=O.[NH4+]. The product is [CH2:1]([O:8][C:9]1[CH:14]=[CH:13][C:12]([NH2:15])=[CH:11][C:10]=1[F:18])[C:2]1[CH:3]=[CH:4][CH:5]=[CH:6][CH:7]=1. The catalyst is [Fe].O.